From a dataset of Peptide-MHC class II binding affinity with 134,281 pairs from IEDB. Regression. Given a peptide amino acid sequence and an MHC pseudo amino acid sequence, predict their binding affinity value. This is MHC class II binding data. (1) The peptide sequence is YVVSSFDNIKVFLEG. The MHC is DRB1_0101 with pseudo-sequence DRB1_0101. The binding affinity (normalized) is 0.649. (2) The peptide sequence is KYNLNRAMMLDDLTM. The MHC is DRB1_0701 with pseudo-sequence DRB1_0701. The binding affinity (normalized) is 0.867. (3) The peptide sequence is KKKYFAATQFEPLAA. The MHC is DRB1_0101 with pseudo-sequence DRB1_0101. The binding affinity (normalized) is 0.694. (4) The peptide sequence is AFKVCATAANAAPAN. The MHC is HLA-DPA10201-DPB11401 with pseudo-sequence HLA-DPA10201-DPB11401. The binding affinity (normalized) is 0.598. (5) The peptide sequence is GKKKYKLKHIVWASREL. The MHC is HLA-DPA10103-DPB10401 with pseudo-sequence HLA-DPA10103-DPB10401. The binding affinity (normalized) is 0.531. (6) The peptide sequence is PGLIIGALAGST. The MHC is DRB1_0404 with pseudo-sequence DRB1_0404. The binding affinity (normalized) is 0.170. (7) The peptide sequence is HAYYLQYKNVRPDYL. The MHC is DRB1_1101 with pseudo-sequence DRB1_1101. The binding affinity (normalized) is 0.483.